From a dataset of NCI-60 drug combinations with 297,098 pairs across 59 cell lines. Regression. Given two drug SMILES strings and cell line genomic features, predict the synergy score measuring deviation from expected non-interaction effect. (1) Drug 1: COC1=NC(=NC2=C1N=CN2C3C(C(C(O3)CO)O)O)N. Drug 2: COC1=C2C(=CC3=C1OC=C3)C=CC(=O)O2. Cell line: SW-620. Synergy scores: CSS=-6.46, Synergy_ZIP=1.77, Synergy_Bliss=-1.19, Synergy_Loewe=-2.83, Synergy_HSA=-4.40. (2) Drug 1: C1C(C(OC1N2C=C(C(=O)NC2=O)F)CO)O. Drug 2: C1=CC=C(C=C1)NC(=O)CCCCCCC(=O)NO. Cell line: 786-0. Synergy scores: CSS=13.4, Synergy_ZIP=-4.23, Synergy_Bliss=0.150, Synergy_Loewe=-15.8, Synergy_HSA=0.871. (3) Drug 1: C1CC(=O)NC(=O)C1N2CC3=C(C2=O)C=CC=C3N. Drug 2: CC1C(C(CC(O1)OC2CC(CC3=C2C(=C4C(=C3O)C(=O)C5=C(C4=O)C(=CC=C5)OC)O)(C(=O)C)O)N)O.Cl. Cell line: UACC62. Synergy scores: CSS=16.2, Synergy_ZIP=-4.09, Synergy_Bliss=5.74, Synergy_Loewe=7.04, Synergy_HSA=7.13. (4) Drug 1: CC(CN1CC(=O)NC(=O)C1)N2CC(=O)NC(=O)C2. Drug 2: CN(CC1=CN=C2C(=N1)C(=NC(=N2)N)N)C3=CC=C(C=C3)C(=O)NC(CCC(=O)O)C(=O)O. Cell line: PC-3. Synergy scores: CSS=39.4, Synergy_ZIP=-1.78, Synergy_Bliss=-3.35, Synergy_Loewe=-3.72, Synergy_HSA=0.0357. (5) Drug 2: CC12CCC3C(C1CCC2OP(=O)(O)O)CCC4=C3C=CC(=C4)OC(=O)N(CCCl)CCCl.[Na+]. Cell line: SF-295. Drug 1: C1CCC(CC1)NC(=O)N(CCCl)N=O. Synergy scores: CSS=9.05, Synergy_ZIP=-11.3, Synergy_Bliss=-20.6, Synergy_Loewe=-34.3, Synergy_HSA=-18.6. (6) Drug 1: CN1CCC(CC1)COC2=C(C=C3C(=C2)N=CN=C3NC4=C(C=C(C=C4)Br)F)OC. Drug 2: CC(C)NC(=O)C1=CC=C(C=C1)CNNC.Cl. Cell line: SK-MEL-2. Synergy scores: CSS=7.58, Synergy_ZIP=4.95, Synergy_Bliss=8.90, Synergy_Loewe=3.31, Synergy_HSA=4.10.